This data is from Reaction yield outcomes from USPTO patents with 853,638 reactions. The task is: Predict the reaction yield, written as a fraction of the theoretical maximum amount of product (1.0 means a 100% yield; for example, 0.34 means a 34% yield). The reactants are [OH:1][C:2]1[CH:9]=[CH:8][C:7]([C:10]2[CH:15]=[C:14]([CH2:16][CH3:17])[CH:13]=[C:12]([C:18]([CH3:21])([CH3:20])[CH3:19])[C:11]=2[O:22][CH2:23][O:24][CH3:25])=[CH:6][C:3]=1[CH:4]=O.Cl[CH2:27][C:28](=[O:30])[CH3:29].C([O-])([O-])=O.[Cs+].[Cs+].O. The catalyst is CN(C=O)C. The product is [C:28]([C:27]1[O:1][C:2]2[CH:9]=[CH:8][C:7]([C:10]3[CH:15]=[C:14]([CH2:16][CH3:17])[CH:13]=[C:12]([C:18]([CH3:21])([CH3:20])[CH3:19])[C:11]=3[O:22][CH2:23][O:24][CH3:25])=[CH:6][C:3]=2[CH:4]=1)(=[O:30])[CH3:29]. The yield is 0.540.